From a dataset of CYP3A4 inhibition data for predicting drug metabolism from PubChem BioAssay. Regression/Classification. Given a drug SMILES string, predict its absorption, distribution, metabolism, or excretion properties. Task type varies by dataset: regression for continuous measurements (e.g., permeability, clearance, half-life) or binary classification for categorical outcomes (e.g., BBB penetration, CYP inhibition). Dataset: cyp3a4_veith. (1) The compound is Cc1c(Cl)cccc1NC(=O)c1ccc(-n2ccnc2)nc1. The result is 1 (inhibitor). (2) The result is 1 (inhibitor). The compound is COc1cccc(NC(=O)C2c3cc(OC)c(OC)cc3C(=O)N(C)C2c2cccnc2)c1.